Dataset: Full USPTO retrosynthesis dataset with 1.9M reactions from patents (1976-2016). Task: Predict the reactants needed to synthesize the given product. (1) Given the product [F:16][C:17]1[CH:26]=[CH:25][C:24]2[N:23]=[C:22]([O:27][CH3:28])[C:21]([O:29][CH3:30])=[N:20][C:19]=2[C:18]=1[CH:48]=[O:49], predict the reactants needed to synthesize it. The reactants are: CC1CCCN(C)C1(C)C.[Li]CCCC.[F:16][C:17]1[CH:18]=[C:19]2[C:24](=[CH:25][CH:26]=1)[N:23]=[C:22]([O:27][CH3:28])[C:21]([O:29][CH3:30])=[N:20]2.ClC1C(Cl)=NC2C(=CC=C(F)C=2)N=1.[NH4+].[Cl-].C1C[O:49][CH2:48]C1. (2) Given the product [N:21]([CH:6]1[CH2:11][CH2:10][CH:9]([O:12][Si:13]([C:16]([CH3:19])([CH3:18])[CH3:17])([CH3:15])[CH3:14])[CH:8]([F:20])[CH2:7]1)=[N+:22]=[N-:23], predict the reactants needed to synthesize it. The reactants are: CS(O[CH:6]1[CH2:11][CH2:10][CH:9]([O:12][Si:13]([C:16]([CH3:19])([CH3:18])[CH3:17])([CH3:15])[CH3:14])[CH:8]([F:20])[CH2:7]1)(=O)=O.[N-:21]=[N+:22]=[N-:23].[Na+]. (3) Given the product [P:27]([O:39][C:5]1([N:8]=[O:9])[CH2:6][CH2:7][N:2]([CH3:1])[CH2:3][CH2:4]1)([O:29][CH2:30][CH2:31][CH2:32][CH3:33])([O:34][CH2:35][CH2:36][CH2:37][CH3:38])=[O:28], predict the reactants needed to synthesize it. The reactants are: [CH3:1][N:2]1[CH2:7][CH2:6][C:5](=[N:8][OH:9])[CH2:4][CH2:3]1.C([O-])(=O)C.C([O-])(=O)C.C([O-])(=O)C.C([O-])(=O)C.[Pb+4].[P:27]([O-:39])([O:34][CH2:35][CH2:36][CH2:37][CH3:38])([O:29][CH2:30][CH2:31][CH2:32][CH3:33])=[O:28]. (4) Given the product [C:1]([C:4]1[NH:9][C:8](=[O:10])[NH:7][C:6](=[O:11])[C:5]=1[C:18]([F:20])([F:19])[F:17])([OH:3])=[O:2], predict the reactants needed to synthesize it. The reactants are: [C:1]([C:4]1[NH:9][C:8](=[O:10])[NH:7][C:6](=[O:11])[CH:5]=1)([OH:3])=[O:2].S(=O)(=O)(O)O.[F:17][C:18](I)([F:20])[F:19].OO. (5) Given the product [F:25][C:5]1[CH:4]=[CH:3][C:2]([C:26]#[N:27])=[CH:7][C:6]=1[C:8]1[N:13]=[N:12][C:11]([NH:14][C:15]([C:18]2[CH:23]=[CH:22][CH:21]=[CH:20][C:19]=2[F:24])([CH3:17])[CH3:16])=[N:10][CH:9]=1, predict the reactants needed to synthesize it. The reactants are: Br[C:2]1[CH:3]=[CH:4][C:5]([F:25])=[C:6]([C:8]2[N:13]=[N:12][C:11]([NH:14][C:15]([C:18]3[CH:23]=[CH:22][CH:21]=[CH:20][C:19]=3[F:24])([CH3:17])[CH3:16])=[N:10][CH:9]=2)[CH:7]=1.[CH3:26][N:27](C=O)C. (6) The reactants are: [CH3:1][O:2][C:3]1[N:8]=[CH:7][C:6]([C:9]2[N:17]3[C:12]([CH:13]=[N:14][C:15](O)=[N:16]3)=[CH:11][CH:10]=2)=[CH:5][CH:4]=1.C1C=CC(N(S(C(F)(F)F)(=O)=O)S(C(F)(F)F)(=O)=O)=CC=1.[NH2:40][C:41]1[CH:42]=[N:43][CH:44]=[C:45]([CH:49]=1)[C:46]([NH2:48])=[O:47]. Given the product [CH3:1][O:2][C:3]1[N:8]=[CH:7][C:6]([C:9]2[N:17]3[C:12]([CH:13]=[N:14][C:15]([NH:40][C:41]4[CH:42]=[N:43][CH:44]=[C:45]([CH:49]=4)[C:46]([NH2:48])=[O:47])=[N:16]3)=[CH:11][CH:10]=2)=[CH:5][CH:4]=1, predict the reactants needed to synthesize it. (7) Given the product [Cl:26][C:27]1[C:28]([O:36][CH3:37])=[N:29][CH:30]=[CH:31][C:32]=1[C:2]1[C:3]([CH3:25])=[CH:4][CH:5]=[C:6]([NH:8][C:9]([C:11]2([C:14]3[CH:24]=[CH:23][C:17]4[O:18][C:19]([F:22])([F:21])[O:20][C:16]=4[CH:15]=3)[CH2:12][CH2:13]2)=[O:10])[N:7]=1, predict the reactants needed to synthesize it. The reactants are: Cl[C:2]1[N:7]=[C:6]([NH:8][C:9]([C:11]2([C:14]3[CH:24]=[CH:23][C:17]4[O:18][C:19]([F:22])([F:21])[O:20][C:16]=4[CH:15]=3)[CH2:13][CH2:12]2)=[O:10])[CH:5]=[CH:4][C:3]=1[CH3:25].[Cl:26][C:27]1[C:28]([O:36][CH3:37])=[N:29][CH:30]=[CH:31][C:32]=1B(O)O.C(=O)([O-])[O-].[Na+].[Na+]. (8) Given the product [CH2:26]([C:10]1[C:11]([NH:13][C:14]2[CH:19]=[CH:18][C:17]([CH2:20][C:21]([O:23][CH2:24][CH3:25])=[O:22])=[CH:16][CH:15]=2)=[N:12][C:7]([C:5]2[S:6][C:2]([I:29])=[CH:3][CH:4]=2)=[N:8][C:9]=1[CH3:28])[CH3:27], predict the reactants needed to synthesize it. The reactants are: Br[C:2]1[S:6][C:5]([C:7]2[N:12]=[C:11]([NH:13][C:14]3[CH:19]=[CH:18][C:17]([CH2:20][C:21]([O:23][CH2:24][CH3:25])=[O:22])=[CH:16][CH:15]=3)[C:10]([CH2:26][CH3:27])=[C:9]([CH3:28])[N:8]=2)=[CH:4][CH:3]=1.[I-:29].[Na+].CN[C@H]1CCCC[C@@H]1NC.N. (9) Given the product [CH3:9][C:6]1[N:7]=[CH:8][C:3]([CH2:2][NH:1][C:24](=[O:25])[CH2:23][CH2:22][C:18]2[CH:19]=[N:20][O:21][C:17]=2[C:14]2[CH:15]=[CH:16][C:11]([Cl:10])=[CH:12][CH:13]=2)=[N:4][CH:5]=1, predict the reactants needed to synthesize it. The reactants are: [NH2:1][CH2:2][C:3]1[CH:8]=[N:7][C:6]([CH3:9])=[CH:5][N:4]=1.[Cl:10][C:11]1[CH:16]=[CH:15][C:14]([C:17]2[O:21][N:20]=[CH:19][C:18]=2[CH2:22][CH2:23][C:24](O)=[O:25])=[CH:13][CH:12]=1.O.ON1C2C=CC=CC=2N=N1.Cl.C(N=C=NCCCN(C)C)C.